From a dataset of Reaction yield outcomes from USPTO patents with 853,638 reactions. Predict the reaction yield, written as a fraction of the theoretical maximum amount of product (1.0 means a 100% yield; for example, 0.34 means a 34% yield). (1) The reactants are [Cl:1][C:2]1[CH:7]=[C:6]([Cl:8])[CH:5]=[CH:4][C:3]=1[OH:9].F[C:11]1[CH:16]=[CH:15][C:14]([F:17])=[CH:13][C:12]=1[N+:18]([O-:20])=[O:19].[Cl:21][C:22]1[CH:36]=[C:35]([Cl:37])[CH:34]=[CH:33][C:23]=1[O:24][C:25]1[CH:31]=[CH:30][C:29]([F:32])=[CH:28][C:26]=1[NH2:27].[NH2:38][C:39]1[S:40][CH:41]=[CH:42][N:43]=1. No catalyst specified. The product is [Cl:1][C:2]1[CH:7]=[C:6]([Cl:8])[CH:5]=[CH:4][C:3]=1[O:9][C:11]1[CH:16]=[CH:15][C:14]([F:17])=[CH:13][C:12]=1[N+:18]([O-:20])=[O:19].[Cl:21][C:22]1[CH:36]=[C:35]([Cl:37])[CH:34]=[CH:33][C:23]=1[O:24][C:25]1[CH:31]=[CH:30][C:29]([F:32])=[CH:28][C:26]=1[NH:27][C:3]([NH:38][C:39]1[S:40][CH:41]=[CH:42][N:43]=1)=[O:9]. The yield is 0.780. (2) The reactants are Cl[C:2]1[N:10]=[CH:9][N:8]=[C:7]2[C:3]=1[NH:4][CH:5]=[N:6]2.[CH3:11][NH:12][CH2:13][CH2:14][CH2:15][NH2:16]. The catalyst is C(O)C. The product is [CH3:11][NH:12][CH2:13][CH2:14][CH2:15][NH:16][C:2]1[N:10]=[CH:9][N:8]=[C:7]2[C:3]=1[N:4]=[CH:5][NH:6]2. The yield is 0.490. (3) The reactants are Br[C:2]1[N:7]=[C:6]([C:8](=[O:11])[NH:9][CH3:10])[C:5]([NH:12][C:13]2[C:18]([C:19]([F:22])([F:21])[F:20])=[CH:17][N:16]=[C:15]([NH:23][C:24]3[CH:57]=[CH:56][C:27]([CH2:28][P:29](=[O:55])([O:33][CH2:34][CH2:35][CH2:36][N:37]4[CH:41]=[C:40]([Sn](CCCC)(CCCC)CCCC)[N:39]=[N:38]4)[O:30][CH2:31][CH3:32])=[CH:26][C:25]=3[O:58][CH3:59])[N:14]=2)=[CH:4][CH:3]=1. The catalyst is O1CCOCC1.Cl[Pd](Cl)([P](C1C=CC=CC=1)(C1C=CC=CC=1)C1C=CC=CC=1)[P](C1C=CC=CC=1)(C1C=CC=CC=1)C1C=CC=CC=1. The product is [CH2:31]([O:30][P@@:29]1(=[O:55])[CH2:28][C:27]2[CH:56]=[CH:57][C:24](=[C:25]([O:58][CH3:59])[CH:26]=2)[NH:23][C:15]2=[N:14][C:13](=[C:18]([C:19]([F:20])([F:21])[F:22])[CH:17]=[N:16]2)[NH:12][C:5]2[CH:4]=[CH:3][C:2](=[N:7][C:6]=2[C:8]([NH:9][CH3:10])=[O:11])[C:40]2=[CH:41][N:37]([N:38]=[N:39]2)[CH2:36][CH2:35][CH2:34][O:33]1)[CH3:32].[CH2:31]([O:30][P@:29]1(=[O:55])[CH2:28][C:27]2[CH:56]=[CH:57][C:24](=[C:25]([O:58][CH3:59])[CH:26]=2)[NH:23][C:15]2=[N:14][C:13](=[C:18]([C:19]([F:20])([F:21])[F:22])[CH:17]=[N:16]2)[NH:12][C:5]2[CH:4]=[CH:3][C:2](=[N:7][C:6]=2[C:8]([NH:9][CH3:10])=[O:11])[C:40]2=[CH:41][N:37]([N:38]=[N:39]2)[CH2:36][CH2:35][CH2:34][O:33]1)[CH3:32]. The yield is 0.240.